From a dataset of Forward reaction prediction with 1.9M reactions from USPTO patents (1976-2016). Predict the product of the given reaction. (1) Given the reactants [NH2:1][C:2]1[S:6][C:5]([C:7]2[CH:12]=[CH:11][C:10]([C:13]([OH:16])([CH3:15])[CH3:14])=[CH:9][C:8]=2[F:17])=[N:4][C:3]=1[C:18]([NH2:20])=[O:19].Br[C:22]1[N:27]=[C:26]([CH:28]([N:31]2[CH2:36][CH2:35][O:34][CH2:33][CH2:32]2)[CH2:29][OH:30])[CH:25]=[CH:24][CH:23]=1.CC(C1C=C(C(C)C)C(C2C=CC=CC=2P(C2CCCCC2)C2CCCCC2)=C(C(C)C)C=1)C.C(=O)([O-])[O-].[K+].[K+].C(O)(CC)(C)C, predict the reaction product. The product is: [F:17][C:8]1[CH:9]=[C:10]([C:13]([OH:16])([CH3:15])[CH3:14])[CH:11]=[CH:12][C:7]=1[C:5]1[S:6][C:2]([NH:1][C:22]2[CH:23]=[CH:24][CH:25]=[C:26]([CH:28]([N:31]3[CH2:36][CH2:35][O:34][CH2:33][CH2:32]3)[CH2:29][OH:30])[N:27]=2)=[C:3]([C:18]([NH2:20])=[O:19])[N:4]=1. (2) Given the reactants [F:1][C:2]([F:18])([F:17])[C:3]1[CH:16]=[CH:15][C:6]([CH2:7][NH:8][CH2:9][C:10]([O:12][CH2:13][CH3:14])=[O:11])=[CH:5][CH:4]=1.C(Cl)CCl.C1C=[CH:25][C:26]2[N:31](O)[N:30]=[N:29]C=2C=1.C1C[O:36]CC1, predict the reaction product. The product is: [N:31]([CH2:26][C:25]([N:8]([CH2:9][C:10]([O:12][CH2:13][CH3:14])=[O:11])[CH2:7][C:6]1[CH:5]=[CH:4][C:3]([C:2]([F:17])([F:18])[F:1])=[CH:16][CH:15]=1)=[O:36])=[N+:30]=[N-:29].